From a dataset of Catalyst prediction with 721,799 reactions and 888 catalyst types from USPTO. Predict which catalyst facilitates the given reaction. (1) Reactant: [NH:1]1[C:9]2[C:4](=[CH:5][CH:6]=[CH:7][CH:8]=2)[CH2:3][C:2]1=[O:10].[CH3:11][N:12]([CH3:28])[CH2:13][CH2:14][CH2:15][C:16]1[C:17]2[CH2:27][CH2:26][CH2:25][CH2:24][CH2:23][C:18]=2[NH:19][C:20]=1[CH:21]=O.N1CCCCC1. Product: [CH3:28][N:12]([CH3:11])[CH2:13][CH2:14][CH2:15][C:16]1[C:17]2[CH2:27][CH2:26][CH2:25][CH2:24][CH2:23][C:18]=2[NH:19][C:20]=1/[CH:21]=[C:3]1\[C:2](=[O:10])[NH:1][C:9]2[C:4]\1=[CH:5][CH:6]=[CH:7][CH:8]=2. The catalyst class is: 8. (2) The catalyst class is: 391. Product: [C:28]([C:2]1[C:7]2[N:8]=[C:9]([C@:11]3([CH3:26])[CH2:15][CH2:14][CH2:13][N:12]3[C:16]([O:18][CH2:19][C:20]3[CH:25]=[CH:24][CH:23]=[CH:22][CH:21]=3)=[O:17])[S:10][C:6]=2[CH:5]=[CH:4][CH:3]=1)#[N:29]. Reactant: Br[C:2]1[C:7]2[N:8]=[C:9]([C@:11]3([CH3:26])[CH2:15][CH2:14][CH2:13][N:12]3[C:16]([O:18][CH2:19][C:20]3[CH:25]=[CH:24][CH:23]=[CH:22][CH:21]=3)=[O:17])[S:10][C:6]=2[CH:5]=[CH:4][CH:3]=1.[Cu][C:28]#[N:29].C(O)(=O)CC(CC(O)=O)(C(O)=O)O.